This data is from Catalyst prediction with 721,799 reactions and 888 catalyst types from USPTO. The task is: Predict which catalyst facilitates the given reaction. (1) Reactant: [C:1]([NH:8][C@@H:9]([CH2:13][C:14]1[CH:21]=[C:19]([OH:20])[C:17]([OH:18])=[CH:16][CH:15]=1)[C:10]([OH:12])=[O:11])([O:3][C:4]([CH3:7])([CH3:6])[CH3:5])=[O:2].[OH-].[CH2:23]([N+:27]([CH2:36][CH2:37][CH2:38][CH3:39])([CH2:32][CH2:33][CH2:34][CH3:35])[CH2:28][CH2:29][CH2:30][CH3:31])[CH2:24][CH2:25][CH3:26]. Product: [CH2:36]([N+:27]([CH2:23][CH2:24][CH2:25][CH3:26])([CH2:28][CH2:29][CH2:30][CH3:31])[CH2:32][CH2:33][CH2:34][CH3:35])[CH2:37][CH2:38][CH3:39].[OH:20][C:19]1[CH:21]=[C:14]([CH2:13][C@H:9]([NH:8][C:1]([O:3][C:4]([CH3:7])([CH3:6])[CH3:5])=[O:2])[C:10]([O-:12])=[O:11])[CH:15]=[CH:16][C:17]=1[OH:18]. The catalyst class is: 5. (2) Reactant: [CH3:1][O:2][C:3]1[CH:4]=[C:5]([C:15]2[N:19]3[CH2:20][CH2:21][CH2:22][CH:23]([C:24]([O:26][CH2:27][CH3:28])=[O:25])[C:18]3=[N:17][N:16]=2)[CH:6]=[CH:7][C:8]=1[C:9]1[O:13][C:12]([CH3:14])=[N:11][CH:10]=1.[H-].[Na+].[B-](F)(F)(F)[F:32].[B-](F)(F)(F)F.C1[N+]2(CCl)CC[N+](F)(CC2)C1.[Cl-].[NH4+]. Product: [F:32][C:23]1([C:24]([O:26][CH2:27][CH3:28])=[O:25])[CH2:22][CH2:21][CH2:20][N:19]2[C:15]([C:5]3[CH:6]=[CH:7][C:8]([C:9]4[O:13][C:12]([CH3:14])=[N:11][CH:10]=4)=[C:3]([O:2][CH3:1])[CH:4]=3)=[N:16][N:17]=[C:18]12. The catalyst class is: 3. (3) Reactant: [CH:1]([C:4]1[N:9]=[C:8]2[NH:10][CH:11]=[CH:12][C:7]2=[CH:6][CH:5]=1)([CH3:3])[CH3:2].[CH2:13]([N:15](CC)CC)C.N#CBr.O. Product: [CH3:2][CH:1]([C:4]1[N:9]=[C:8]2[N:10]([C:13]#[N:15])[CH:11]=[CH:12][C:7]2=[CH:6][CH:5]=1)[CH3:3]. The catalyst class is: 154. (4) Reactant: [CH2:1]([Al](Cl)Cl)[CH3:2].[CH3:6][C:7]1[C:8](=[O:15])[CH:9]([CH3:14])[CH:10]([CH3:13])[CH2:11][CH:12]=1.[CH2:16]=[CH:17]C=C.Cl. Product: [CH3:14][CH:9]1[CH:10]([CH3:13])[CH2:11][CH:12]2[C:1]([CH3:2])([CH2:16][CH:17]=[CH:6][CH2:7]2)[C:8]1=[O:15]. The catalyst class is: 2. (5) Reactant: Cl[C:2]1[N:7]=[CH:6][C:5]([O:8][CH2:9][CH:10]2[CH2:15][CH2:14][N:13]([C:16]([O:18][C:19]([CH3:22])([CH3:21])[CH3:20])=[O:17])[CH2:12][CH2:11]2)=[CH:4][CH:3]=1.[CH3:23][S:24]([C:27]1[CH:32]=[CH:31][C:30](B(O)O)=[CH:29][CH:28]=1)(=[O:26])=[O:25].C([O-])([O-])=O.[Na+].[Na+]. Product: [CH3:23][S:24]([C:27]1[CH:32]=[CH:31][C:30]([C:2]2[N:7]=[CH:6][C:5]([O:8][CH2:9][CH:10]3[CH2:15][CH2:14][N:13]([C:16]([O:18][C:19]([CH3:22])([CH3:21])[CH3:20])=[O:17])[CH2:12][CH2:11]3)=[CH:4][CH:3]=2)=[CH:29][CH:28]=1)(=[O:26])=[O:25]. The catalyst class is: 104.